This data is from Reaction yield outcomes from USPTO patents with 853,638 reactions. The task is: Predict the reaction yield, written as a fraction of the theoretical maximum amount of product (1.0 means a 100% yield; for example, 0.34 means a 34% yield). (1) The reactants are [CH3:1][N:2]([CH3:8])[C@@H:3]1[CH2:7][CH2:6][NH:5][CH2:4]1.F[C:10]1[C:15]([N+:16]([O-:18])=[O:17])=[CH:14][C:13]([NH:19][C:20]2[N:25]=[C:24]([C:26]3[C:34]4[C:29](=[CH:30][CH:31]=[CH:32][CH:33]=4)[N:28]([CH3:35])[CH:27]=3)[CH:23]=[CH:22][N:21]=2)=[C:12]([O:36][CH3:37])[CH:11]=1.ClC1C(C2C3C(=CC=CC=3)N(C)C=2)=NC(NC2C=C([N+]([O-])=O)C(F)=CC=2OC)=NC=1. The catalyst is FC(F)(F)CO. The product is [CH3:1][N:2]([CH3:8])[C@@H:3]1[CH2:7][CH2:6][N:5]([C:10]2[C:15]([N+:16]([O-:18])=[O:17])=[CH:14][C:13]([NH:19][C:20]3[N:25]=[C:24]([C:26]4[C:34]5[C:29](=[CH:30][CH:31]=[CH:32][CH:33]=5)[N:28]([CH3:35])[CH:27]=4)[CH:23]=[CH:22][N:21]=3)=[C:12]([O:36][CH3:37])[CH:11]=2)[CH2:4]1. The yield is 0.870. (2) The reactants are [F:1][C:2]1[C:7]([C:8]2[NH:12][CH:11]=[C:10]([CH2:13][N:14]([CH3:22])[C:15](=[O:21])[O:16][C:17]([CH3:20])([CH3:19])[CH3:18])[C:9]=2[F:23])=[CH:6][CH:5]=[CH:4][N:3]=1.[H-].[Na+].C1OCCOCCOCCOCCOC1.[F:41][C:42]1[N:47]=[C:46]([S:48](Cl)(=[O:50])=[O:49])[CH:45]=[CH:44][CH:43]=1. The catalyst is O1CCCC1.O. The product is [F:23][C:9]1[C:10]([CH2:13][N:14]([CH3:22])[C:15](=[O:21])[O:16][C:17]([CH3:19])([CH3:20])[CH3:18])=[CH:11][N:12]([S:48]([C:46]2[CH:45]=[CH:44][CH:43]=[C:42]([F:41])[N:47]=2)(=[O:50])=[O:49])[C:8]=1[C:7]1[C:2]([F:1])=[N:3][CH:4]=[CH:5][CH:6]=1. The yield is 0.0700. (3) The reactants are [CH3:1][O:2][C:3]1[CH:4]=[CH:5][C:6]([N+:12]([O-:14])=[O:13])=[C:7]([CH:11]=1)[C:8]([OH:10])=O.[NH2:15][C:16]1[CH:21]=[CH:20][C:19]([Cl:22])=[CH:18][N:17]=1.N1C=CC=CC=1.P(Cl)(Cl)(Cl)=O. The catalyst is O.C(#N)C. The product is [N+:12]([C:6]1[CH:5]=[CH:4][C:3]([O:2][CH3:1])=[CH:11][C:7]=1[C:8]([NH:15][C:16]1[CH:21]=[CH:20][C:19]([Cl:22])=[CH:18][N:17]=1)=[O:10])([O-:14])=[O:13]. The yield is 0.882. (4) The reactants are [Br:1][C:2]1[CH:7]=[CH:6][C:5]([C@@H:8]([N:10]2[CH2:15][CH2:14][C@:13](CC(C)=C)([C:16]3[CH:21]=[CH:20][CH:19]=[CH:18][CH:17]=3)[O:12][C:11]2=O)[CH3:9])=[CH:4][CH:3]=1.C[N+]1([O-])CC[O:31]CC1.C1COCC1.[CH3:40][C:41]([OH:44])([CH3:43])[CH3:42].[OH2:45]. The catalyst is [Os](=O)(=O)(=O)=O. The product is [Br:1][C:2]1[CH:7]=[CH:6][C:5]([C@@H:8]([N:10]2[CH2:15][CH2:14][C@:13]([CH2:40][C:41]([OH:44])([CH3:43])[CH2:42][OH:31])([C:16]3[CH:21]=[CH:20][CH:19]=[CH:18][CH:17]=3)[O:45][C:11]2=[O:12])[CH3:9])=[CH:4][CH:3]=1. The yield is 0.745.